This data is from Full USPTO retrosynthesis dataset with 1.9M reactions from patents (1976-2016). The task is: Predict the reactants needed to synthesize the given product. (1) The reactants are: [Cl:1][C:2]1[CH:3]=[C:4]([S:9]([N:12]([CH2:28][P:29](=[O:36])([O:33]CC)[O:30]CC)[C:13]2[CH:14]=[C:15]3[C:19](=[CH:20][CH:21]=2)[N:18]([C:22]2[N:27]=[CH:26][CH:25]=[CH:24][N:23]=2)[CH2:17][CH2:16]3)(=[O:11])=[O:10])[CH:5]=[C:6]([Cl:8])[CH:7]=1. Given the product [Cl:1][C:2]1[CH:3]=[C:4]([S:9]([N:12]([CH2:28][P:29](=[O:30])([OH:33])[OH:36])[C:13]2[CH:14]=[C:15]3[C:19](=[CH:20][CH:21]=2)[N:18]([C:22]2[N:23]=[CH:24][CH:25]=[CH:26][N:27]=2)[CH2:17][CH2:16]3)(=[O:10])=[O:11])[CH:5]=[C:6]([Cl:8])[CH:7]=1, predict the reactants needed to synthesize it. (2) Given the product [F:16][C:17]([F:28])([F:27])[C:18]([NH:10][C:6]1[CH:5]=[C:4]([CH:1]([CH3:3])[CH3:2])[CH:9]=[CH:8][C:7]=1[N+:11]([O-:14])=[O:12])=[O:19], predict the reactants needed to synthesize it. The reactants are: [CH:1]([C:4]1[CH:5]=[C:6]([NH2:10])[CH:7]=[CH:8][CH:9]=1)([CH3:3])[CH3:2].[N+:11]([O-:14])([O-])=[O:12].[K+].[F:16][C:17]([F:28])([F:27])[C:18](O[C:18](=[O:19])[C:17]([F:28])([F:27])[F:16])=[O:19]. (3) The reactants are: [H-].[Na+].[Si:3]([O:10][C@H:11]1[CH2:15][CH2:14][NH:13][C:12]1=[O:16])([C:6]([CH3:9])([CH3:8])[CH3:7])([CH3:5])[CH3:4].Br[CH2:18][C:19]1[CH:24]=[CH:23][C:22]([Cl:25])=[CH:21][CH:20]=1. Given the product [Si:3]([O:10][C@H:11]1[CH2:15][CH2:14][N:13]([CH2:18][C:19]2[CH:24]=[CH:23][C:22]([Cl:25])=[CH:21][CH:20]=2)[C:12]1=[O:16])([C:6]([CH3:9])([CH3:8])[CH3:7])([CH3:5])[CH3:4], predict the reactants needed to synthesize it. (4) Given the product [CH2:13]([C:4]1[CH2:8][CH2:7][C:6](=[O:9])[CH:5]=1)[CH2:12][CH:11]=[CH2:10], predict the reactants needed to synthesize it. The reactants are: C(O[C:4]1[CH2:8][CH2:7][C:6](=[O:9])[CH:5]=1)C.[CH2:10]([Mg]Br)[CH2:11][CH:12]=[CH2:13].Cl. (5) Given the product [C:17]([C:2]1[CH:3]=[N:4][N:5]([C:7]2([C:10]([OH:12])=[O:11])[CH2:9][CH2:8]2)[CH:6]=1)#[N:13], predict the reactants needed to synthesize it. The reactants are: F[C:2]1[CH:3]=[N:4][N:5]([C:7]2([C:10]([OH:12])=[O:11])[CH2:9][CH2:8]2)[CH:6]=1.[NH:13]1[CH:17]=C(C#N)C=N1. (6) Given the product [Br:8][C:15]1[N:14]=[C:13]([N:16]([C:24]([O:26][C:27]([CH3:30])([CH3:29])[CH3:28])=[O:25])[C:17]([O:19][C:20]([CH3:22])([CH3:23])[CH3:21])=[O:18])[NH:12][C:11]=1[CH:9]=[O:10], predict the reactants needed to synthesize it. The reactants are: C1C(=O)N([Br:8])C(=O)C1.[CH:9]([C:11]1[N:12]=[C:13]([N:16]([C:24]([O:26][C:27]([CH3:30])([CH3:29])[CH3:28])=[O:25])[C:17]([O:19][C:20]([CH3:23])([CH3:22])[CH3:21])=[O:18])[NH:14][CH:15]=1)=[O:10].